This data is from Forward reaction prediction with 1.9M reactions from USPTO patents (1976-2016). The task is: Predict the product of the given reaction. (1) The product is: [F:20][C:17]([F:18])([F:19])[C:12]([C:3]1[CH:4]=[CH:5][C:6]2[C:11](=[CH:10][CH:9]=[CH:8][CH:7]=2)[C:2]=1[NH:1][C:26](=[O:27])[CH2:25][CH2:24][CH:23]([CH3:29])[CH3:22])([OH:21])[C:13]([F:14])([F:15])[F:16]. Given the reactants [NH2:1][C:2]1[C:11]2[C:6](=[CH:7][CH:8]=[CH:9][CH:10]=2)[CH:5]=[CH:4][C:3]=1[C:12]([OH:21])([C:17]([F:20])([F:19])[F:18])[C:13]([F:16])([F:15])[F:14].[CH3:22][CH:23]([CH3:29])[CH2:24][CH2:25][C:26](Cl)=[O:27], predict the reaction product. (2) The product is: [CH:1]1([N:6]2[C:14]3[CH:13]=[CH:12][NH:11][C:10](=[O:15])[C:9]=3[C:8]([NH:17][C:18]3[CH:19]=[C:20]([S:24]([NH2:27])(=[O:25])=[O:26])[CH:21]=[CH:22][CH:23]=3)=[N:7]2)[CH2:2][CH2:3][CH2:4][CH2:5]1. Given the reactants [CH:1]1([N:6]2[C:14]3[CH:13]=[CH:12][N:11]=[C:10]([O:15]C)[C:9]=3[C:8]([NH:17][C:18]3[CH:19]=[C:20]([S:24]([NH2:27])(=[O:26])=[O:25])[CH:21]=[CH:22][CH:23]=3)=[N:7]2)[CH2:5][CH2:4][CH2:3][CH2:2]1.[I-].[Na+].Cl[Si](C)(C)C.O, predict the reaction product. (3) Given the reactants Br[C:2]1[CH:3]=[CH:4][C:5]2[N:6]([C:15]3[CH:16]=[C:17]([C:27]4[CH:32]=[CH:31][CH:30]=[CH:29][CH:28]=4)[CH:18]=[C:19]([C:21]4[CH:26]=[CH:25][CH:24]=[CH:23][CH:22]=4)[CH:20]=3)[C:7]3[C:12]([C:13]=2[CH:14]=1)=[CH:11][CH:10]=[CH:9][CH:8]=3.[B:42]1([B:42]2[O:46][C:45]([CH3:48])([CH3:47])[C:44]([CH3:50])([CH3:49])[O:43]2)[O:46][C:45]([CH3:48])([CH3:47])[C:44]([CH3:50])([CH3:49])[O:43]1.C([O-])(=O)C.[K+].C(OCC)(=O)C, predict the reaction product. The product is: [C:21]1([C:19]2[CH:20]=[C:15]([N:6]3[C:5]4[CH:4]=[CH:3][C:2]([B:42]5[O:43][C:44]([CH3:49])([CH3:50])[C:45]([CH3:47])([CH3:48])[O:46]5)=[CH:14][C:13]=4[C:12]4[C:7]3=[CH:8][CH:9]=[CH:10][CH:11]=4)[CH:16]=[C:17]([C:27]3[CH:32]=[CH:31][CH:30]=[CH:29][CH:28]=3)[CH:18]=2)[CH:22]=[CH:23][CH:24]=[CH:25][CH:26]=1. (4) Given the reactants [N+:1]([C:4]1[CH:5]=[CH:6][CH:7]2[CH:12]([CH:13]=1)[C:11]([C:14]1[N:15]=[CH:16][N:17]([C:19]([C:32]3[CH:37]=[CH:36][CH:35]=[CH:34][CH:33]=3)([C:26]3[CH:31]=[CH:30][CH:29]=[CH:28][CH:27]=3)[C:20]3[CH:25]=[CH:24][CH:23]=[CH:22][CH:21]=3)[CH:18]=1)=[CH:10][CH2:9][CH2:8]2)([O-])=O, predict the reaction product. The product is: [C:19]([N:17]1[CH:18]=[C:14]([CH:11]2[CH:12]3[CH:7]([CH:6]=[CH:5][C:4]([NH2:1])=[CH:13]3)[CH2:8][CH2:9][CH2:10]2)[N:15]=[CH:16]1)([C:32]1[CH:37]=[CH:36][CH:35]=[CH:34][CH:33]=1)([C:20]1[CH:21]=[CH:22][CH:23]=[CH:24][CH:25]=1)[C:26]1[CH:31]=[CH:30][CH:29]=[CH:28][CH:27]=1. (5) Given the reactants [CH:1]1([C:7]2[CH:35]=[CH:34][C:10]([C:11]([NH:13][C:14]3[CH:15]=[CH:16][C:17]([N:20]4[CH2:24][CH2:23][CH:22]([CH2:25][NH:26][C:27](=[O:33])[O:28][C:29]([CH3:32])([CH3:31])[CH3:30])[CH2:21]4)=[N:18][CH:19]=3)=[O:12])=[CH:9][CH:8]=2)[CH2:6][CH2:5][CH2:4][CH2:3][CH2:2]1.[CH3:36][C:37]([CH3:41])=[CH:38][CH2:39]Br, predict the reaction product. The product is: [CH:1]1([C:7]2[CH:35]=[CH:34][C:10]([C:11]([N:13]([CH2:39][CH:38]=[C:37]([CH3:41])[CH3:36])[C:14]3[CH:15]=[CH:16][C:17]([N:20]4[CH2:24][CH2:23][CH:22]([CH2:25][NH:26][C:27](=[O:33])[O:28][C:29]([CH3:30])([CH3:31])[CH3:32])[CH2:21]4)=[N:18][CH:19]=3)=[O:12])=[CH:9][CH:8]=2)[CH2:2][CH2:3][CH2:4][CH2:5][CH2:6]1. (6) Given the reactants Cl[C:2]1[CH:3]=[CH:4][C:5]([C:12]([F:15])([F:14])[F:13])=[C:6]([CH:11]=1)[C:7]([O:9][CH3:10])=[O:8].O.CCOC(C)=O.C[C:24]([N:26](C)C)=O, predict the reaction product. The product is: [C:24]([C:2]1[CH:3]=[CH:4][C:5]([C:12]([F:15])([F:14])[F:13])=[C:6]([CH:11]=1)[C:7]([O:9][CH3:10])=[O:8])#[N:26]. (7) The product is: [CH3:20][C:19]1[N:15]([CH2:14][C:4]2[C:5]3[O:9][C:8]([CH:10]([CH3:12])[CH3:11])=[CH:7][C:6]=3[CH:13]=[CH:2][CH:3]=2)[N:16]=[C:17]([C:21]([OH:23])=[O:22])[CH:18]=1. Given the reactants Br[C:2]1[CH:3]=[C:4]([CH2:14][N:15]2[C:19]([CH3:20])=[CH:18][C:17]([C:21]([O-:23])=[O:22])=[N:16]2)[C:5]2[O:9][C:8]([CH:10]([CH3:12])[CH3:11])=[CH:7][C:6]=2[CH:13]=1, predict the reaction product. (8) Given the reactants [CH2:1]([O:3][C:4]([N:6]1[CH2:22][CH2:21][C:9]2[N:10]3[C:19]4[C:18]([C:8]=2[CH2:7]1)=[CH:17][CH:16]=[CH:15][C:14]=4[NH:13][C:12](=[O:20])[CH2:11]3)=[O:5])[CH3:2].C1NC2C(=CC=CC=2)NC1=O.O=C1CCN(C(OCC)=O)CC1.N1C2C(=CC=CC=2)C=C1.[BH3-]C#N.[Na+].[OH-].[Na+], predict the reaction product. The product is: [O:20]=[C:12]1[CH2:11][N:10]2[C@H:9]3[CH2:21][CH2:22][N:6]([C:4]([O:3][CH2:1][CH3:2])=[O:5])[CH2:7][C@H:8]3[C:18]3[C:19]2=[C:14]([CH:15]=[CH:16][CH:17]=3)[NH:13]1.